This data is from Full USPTO retrosynthesis dataset with 1.9M reactions from patents (1976-2016). The task is: Predict the reactants needed to synthesize the given product. (1) Given the product [Cl:14][C:15]1[CH:25]=[C:24]([F:26])[C:23]([F:27])=[CH:22][C:16]=1[C:17]([NH:19][C:20]([NH:2][C:3]1[CH:7]=[CH:6][S:5][C:4]=1[C:8]1[O:12][C:11](=[O:13])[NH:10][N:9]=1)=[O:21])=[O:18], predict the reactants needed to synthesize it. The reactants are: Cl.[NH2:2][C:3]1[CH:7]=[CH:6][S:5][C:4]=1[C:8]1[O:12][C:11](=[O:13])[NH:10][N:9]=1.[Cl:14][C:15]1[CH:25]=[C:24]([F:26])[C:23]([F:27])=[CH:22][C:16]=1[C:17]([N:19]=[C:20]=[O:21])=[O:18]. (2) Given the product [N:5]1[C:6]2[C:11](=[CH:10][CH:9]=[CH:8][CH:7]=2)[CH2:12][NH:13][C:4]=1[NH:14][C@H:15]1[C:23]2[C:18](=[CH:19][CH:20]=[CH:21][CH:22]=2)[CH2:17][CH2:16]1, predict the reactants needed to synthesize it. The reactants are: I.CS[C:4]1[NH:13][CH2:12][C:11]2[C:6](=[CH:7][CH:8]=[CH:9][CH:10]=2)[N:5]=1.[NH2:14][C@H:15]1[C:23]2[C:18](=[CH:19][CH:20]=[CH:21][CH:22]=2)[CH2:17][CH2:16]1. (3) Given the product [Cl:16][C:17]1[CH:24]=[C:23]([O:10][CH:7]([C:1]2[CH:6]=[CH:5][CH:4]=[CH:3][CH:2]=2)[CH2:8][CH3:9])[CH:22]=[CH:21][C:18]=1[C:19]#[N:20], predict the reactants needed to synthesize it. The reactants are: [C:1]1([CH:7]([OH:10])[CH2:8][CH3:9])[CH:6]=[CH:5][CH:4]=[CH:3][CH:2]=1.CC(C)([O-])C.[Cl:16][C:17]1[CH:24]=[C:23](F)[CH:22]=[CH:21][C:18]=1[C:19]#[N:20]. (4) Given the product [OH:26][NH:27][C:70](=[O:69])[CH2:71][C@@H:66]([CH2:65][CH2:64][CH2:63][CH3:62])[C:61]([NH2:60])=[O:68], predict the reactants needed to synthesize it. The reactants are: CCN(C(C)C)C(C)C.C1CN([P+]([O:26][N:27]2N=NC3C=CC=CC2=3)(N2CCCC2)N2CCCC2)CC1.F[P-](F)(F)(F)(F)F.CC(C)N=C=NC(C)C.[CH2:64]1[CH2:65][CH2:66][CH:61]([N:60]=C=[N:60][CH:61]2[CH2:66][CH2:65][CH2:64][CH2:63][CH2:62]2)[CH2:62][CH2:63]1.N[OH:68].[O:69]1CCO[CH2:71][CH2:70]1. (5) Given the product [F:27][C:11]1[CH:10]=[C:9]([OH:8])[CH:14]=[CH:13][C:12]=1[N:15]([CH3:26])[C:16]([NH:18][C:19]1[CH:24]=[CH:23][C:22]([F:25])=[CH:21][CH:20]=1)=[O:17], predict the reactants needed to synthesize it. The reactants are: C([O:8][C:9]1[CH:14]=[CH:13][C:12]([N:15]([CH3:26])[C:16]([NH:18][C:19]2[CH:24]=[CH:23][C:22]([F:25])=[CH:21][CH:20]=2)=[O:17])=[C:11]([F:27])[CH:10]=1)C1C=CC=CC=1.